Predict the reaction yield, written as a fraction of the theoretical maximum amount of product (1.0 means a 100% yield; for example, 0.34 means a 34% yield). From a dataset of Reaction yield outcomes from USPTO patents with 853,638 reactions. (1) The reactants are [CH3:1][C:2]1[C:3]([CH2:13]O)=[N:4][N:5]([C:7]2[CH:12]=[CH:11][CH:10]=[CH:9][CH:8]=2)[N:6]=1.P(Br)(Br)[Br:16].O. The catalyst is C1(C)C=CC=CC=1. The product is [Br:16][CH2:13][C:3]1[C:2]([CH3:1])=[N:6][N:5]([C:7]2[CH:12]=[CH:11][CH:10]=[CH:9][CH:8]=2)[N:4]=1. The yield is 0.900. (2) The reactants are C(O)C.[NH2:4][OH:5].C[O:7][C:8](=O)[CH:9]([N:14]([CH3:39])[C:15]([C:17]1[CH:22]=[CH:21][C:20]([C:23]2[CH:28]=[CH:27][C:26]([O:29][CH2:30][CH2:31][CH2:32][N:33]3[CH2:38][CH2:37][O:36][CH2:35][CH2:34]3)=[CH:25][CH:24]=2)=[CH:19][CH:18]=1)=[O:16])[C:10]([NH:12][CH3:13])=[O:11]. The catalyst is C1COCC1. The product is [OH:5][NH:4][C:8](=[O:7])[CH:9]([N:14]([CH3:39])[C:15]([C:17]1[CH:22]=[CH:21][C:20]([C:23]2[CH:28]=[CH:27][C:26]([O:29][CH2:30][CH2:31][CH2:32][N:33]3[CH2:34][CH2:35][O:36][CH2:37][CH2:38]3)=[CH:25][CH:24]=2)=[CH:19][CH:18]=1)=[O:16])[C:10]([NH:12][CH3:13])=[O:11]. The yield is 0.390. (3) The reactants are [Cl:1][C:2]1[CH:3]=[C:4]([CH2:17][NH:18][C:19](=[O:25])[O:20][C:21]([CH3:24])([CH3:23])[CH3:22])[C:5]2[N:9]=[CH:8][N:7]([CH:10]3[CH2:15][CH2:14][CH2:13][CH2:12][O:11]3)[C:6]=2[CH:16]=1.[H-].[Na+].[CH3:28]I. The catalyst is CN(C=O)C. The product is [Cl:1][C:2]1[CH:3]=[C:4]([CH2:17][N:18]([CH3:28])[C:19](=[O:25])[O:20][C:21]([CH3:22])([CH3:24])[CH3:23])[C:5]2[N:9]=[CH:8][N:7]([CH:10]3[CH2:15][CH2:14][CH2:13][CH2:12][O:11]3)[C:6]=2[CH:16]=1. The yield is 0.990. (4) The reactants are [CH3:1][O:2][C:3]([C:5]1[S:6][C:7]([C:30]2[CH:35]=[CH:34][CH:33]=[CH:32][CH:31]=2)=[CH:8][C:9]=1[N:10]([CH:20]1[CH2:29][CH2:28][C:23]2(OCC[O:24]2)[CH2:22][CH2:21]1)[C:11]([C@H:13]1[CH2:18][CH2:17][C@H:16]([CH3:19])[CH2:15][CH2:14]1)=[O:12])=[O:4].Cl. The catalyst is O1CCCC1.C(OCC)(=O)C. The product is [CH3:1][O:2][C:3]([C:5]1[S:6][C:7]([C:30]2[CH:31]=[CH:32][CH:33]=[CH:34][CH:35]=2)=[CH:8][C:9]=1[N:10]([C:11]([CH:13]1[CH2:14][CH2:15][CH:16]([CH3:19])[CH2:17][CH2:18]1)=[O:12])[CH:20]1[CH2:29][CH2:28][C:23](=[O:24])[CH2:22][CH2:21]1)=[O:4]. The yield is 0.860. (5) The reactants are [CH2:1]([O:3][C:4]1[C:5]([O:19][CH2:20][C:21]2[CH:26]=[CH:25][C:24]([O:27][CH3:28])=[CH:23][CH:22]=2)=[N:6][CH:7]=[C:8](B2OC(C)(C)C(C)(C)O2)[CH:9]=1)[CH3:2].Br[C:30]1[CH:35]=[CH:34][C:33]([CH2:36][C:37]([NH2:39])=[O:38])=[C:32]([F:40])[CH:31]=1.C([O-])([O-])=O.[Cs+].[Cs+]. The catalyst is O1CCOCC1.O.C1C=CC(P(C2C=CC=CC=2)[C-]2C=CC=C2)=CC=1.C1C=CC(P(C2C=CC=CC=2)[C-]2C=CC=C2)=CC=1.Cl[Pd]Cl.[Fe+2]. The product is [CH2:1]([O:3][C:4]1[CH:9]=[C:8]([C:30]2[CH:35]=[CH:34][C:33]([CH2:36][C:37]([NH2:39])=[O:38])=[C:32]([F:40])[CH:31]=2)[CH:7]=[N:6][C:5]=1[O:19][CH2:20][C:21]1[CH:22]=[CH:23][C:24]([O:27][CH3:28])=[CH:25][CH:26]=1)[CH3:2]. The yield is 0.636. (6) The reactants are Br[C:2]1[CH:3]=[C:4]2[C:10]([C:11]3[CH:15]=[CH:14][O:13][CH:12]=3)=[CH:9][NH:8][C:5]2=[N:6][CH:7]=1.B(O)(O)[C:17]1[CH:22]=[CH:21][C:20]2[O:23][CH2:24][O:25][C:19]=2[CH:18]=1.[Li+].[Cl-].C([O-])([O-])=O.[Na+].[Na+]. The catalyst is C1(C)C=CC=CC=1.CCO. The product is [O:23]1[C:20]2[CH:21]=[CH:22][C:17]([C:2]3[CH:3]=[C:4]4[C:10]([C:11]5[CH:15]=[CH:14][O:13][CH:12]=5)=[CH:9][NH:8][C:5]4=[N:6][CH:7]=3)=[CH:18][C:19]=2[O:25][CH2:24]1. The yield is 0.760.